From a dataset of NCI-60 drug combinations with 297,098 pairs across 59 cell lines. Regression. Given two drug SMILES strings and cell line genomic features, predict the synergy score measuring deviation from expected non-interaction effect. (1) Synergy scores: CSS=10.7, Synergy_ZIP=-1.41, Synergy_Bliss=-1.29, Synergy_Loewe=-17.6, Synergy_HSA=-7.94. Drug 1: CN1CCC(CC1)COC2=C(C=C3C(=C2)N=CN=C3NC4=C(C=C(C=C4)Br)F)OC. Cell line: COLO 205. Drug 2: C1C(C(OC1N2C=NC(=NC2=O)N)CO)O. (2) Drug 1: CCN(CC)CCCC(C)NC1=C2C=C(C=CC2=NC3=C1C=CC(=C3)Cl)OC. Drug 2: C(CN)CNCCSP(=O)(O)O. Cell line: RXF 393. Synergy scores: CSS=14.4, Synergy_ZIP=-1.37, Synergy_Bliss=4.92, Synergy_Loewe=-7.25, Synergy_HSA=4.72. (3) Drug 1: CC1=C2C(C(=O)C3(C(CC4C(C3C(C(C2(C)C)(CC1OC(=O)C(C(C5=CC=CC=C5)NC(=O)C6=CC=CC=C6)O)O)OC(=O)C7=CC=CC=C7)(CO4)OC(=O)C)O)C)OC(=O)C. Drug 2: C1=NC(=NC(=O)N1C2C(C(C(O2)CO)O)O)N. Cell line: OVCAR-4. Synergy scores: CSS=31.2, Synergy_ZIP=-7.90, Synergy_Bliss=-3.67, Synergy_Loewe=-3.49, Synergy_HSA=-0.531. (4) Drug 1: COC1=C(C=C2C(=C1)N=CN=C2NC3=CC(=C(C=C3)F)Cl)OCCCN4CCOCC4. Drug 2: CC1CCCC2(C(O2)CC(NC(=O)CC(C(C(=O)C(C1O)C)(C)C)O)C(=CC3=CSC(=N3)C)C)C. Cell line: MOLT-4. Synergy scores: CSS=17.7, Synergy_ZIP=-3.28, Synergy_Bliss=2.02, Synergy_Loewe=3.81, Synergy_HSA=3.64. (5) Synergy scores: CSS=17.0, Synergy_ZIP=-2.45, Synergy_Bliss=1.97, Synergy_Loewe=3.81, Synergy_HSA=3.84. Cell line: ACHN. Drug 2: CCCCC(=O)OCC(=O)C1(CC(C2=C(C1)C(=C3C(=C2O)C(=O)C4=C(C3=O)C=CC=C4OC)O)OC5CC(C(C(O5)C)O)NC(=O)C(F)(F)F)O. Drug 1: CC1=C(C=C(C=C1)NC2=NC=CC(=N2)N(C)C3=CC4=NN(C(=C4C=C3)C)C)S(=O)(=O)N.Cl. (6) Drug 1: C1=CC(=CC=C1CCCC(=O)O)N(CCCl)CCCl. Drug 2: C1CNP(=O)(OC1)N(CCCl)CCCl. Cell line: SK-MEL-2. Synergy scores: CSS=-0.721, Synergy_ZIP=-3.15, Synergy_Bliss=-3.67, Synergy_Loewe=-9.64, Synergy_HSA=-4.48.